The task is: Regression. Given a peptide amino acid sequence and an MHC pseudo amino acid sequence, predict their binding affinity value. This is MHC class I binding data.. This data is from Peptide-MHC class I binding affinity with 185,985 pairs from IEDB/IMGT. (1) The peptide sequence is LDGVRLHRFA. The MHC is Patr-B2401 with pseudo-sequence Patr-B2401. The binding affinity (normalized) is 0. (2) The peptide sequence is VKNWMTQTL. The MHC is Mamu-A07 with pseudo-sequence Mamu-A07. The binding affinity (normalized) is 0.110. (3) The peptide sequence is LIGANYLGK. The MHC is HLA-A33:01 with pseudo-sequence HLA-A33:01. The binding affinity (normalized) is 0.